This data is from Reaction yield outcomes from USPTO patents with 853,638 reactions. The task is: Predict the reaction yield, written as a fraction of the theoretical maximum amount of product (1.0 means a 100% yield; for example, 0.34 means a 34% yield). (1) The reactants are [NH:1]1[C:9]2[C:4](=[C:5]([CH2:10][CH2:11][CH2:12][NH:13][C:14]3[N:19]=[C:18]([CH3:20])[C:17]([C:21]([NH:23][C@@H:24]([CH2:28][NH:29][C:30]([C:32]4[S:33][CH:34]=[CH:35][CH:36]=4)=[O:31])[C:25]([OH:27])=[O:26])=[O:22])=[C:16]([CH3:37])[N:15]=3)[CH:6]=[CH:7][CH:8]=2)[CH:3]=[N:2]1.[CH:38]1(I)[CH2:42][CH2:41][CH2:40][CH2:39]1.C(=O)([O-])[O-].[K+].[K+]. The catalyst is CN(C=O)C.CCOC(C)=O. The product is [CH:38]1([O:26][C:25](=[O:27])[C@@H:24]([NH:23][C:21]([C:17]2[C:16]([CH3:37])=[N:15][C:14]([NH:13][CH2:12][CH2:11][CH2:10][C:5]3[CH:6]=[CH:7][CH:8]=[C:9]4[C:4]=3[CH:3]=[N:2][NH:1]4)=[N:19][C:18]=2[CH3:20])=[O:22])[CH2:28][NH:29][C:30]([C:32]2[S:33][CH:34]=[CH:35][CH:36]=2)=[O:31])[CH2:42][CH2:41][CH2:40][CH2:39]1. The yield is 0.600. (2) The reactants are [C:1]([O:8][CH3:9])(=[O:7])[CH2:2][CH2:3][C:4]([NH2:6])=O.P12(SP3(SP(SP(S3)(S1)=S)(=S)S2)=S)=[S:11]. The catalyst is C1COCC1. The yield is 0.530. The product is [NH2:6][C:4](=[S:11])[CH2:3][CH2:2][C:1]([O:8][CH3:9])=[O:7]. (3) The reactants are [C:1]([N:4]1[C:11]2[CH:12]=[C:13]([Cl:16])[CH:14]=[CH:15][C:10]=2[CH:9]=[CH:8][C:7]2[N:17]=[C:18](Cl)[C:19]([F:21])=[CH:20][C:6]=2[CH2:5]1)(=[O:3])[CH3:2].CC1(C)C(C)(C)OB([C:31]2[CH:32]=[CH:33][C:34]([N:37]3[CH2:42][CH2:41][O:40][CH2:39][CH2:38]3)=[N:35][CH:36]=2)O1.C(N1C2C=CC=CC=2C=CC2N=C(C3C=NC(OC)=CC=3)C(F)=CC=2C1)(=O)C. No catalyst specified. The product is [C:1]([N:4]1[C:11]2[CH:12]=[C:13]([Cl:16])[CH:14]=[CH:15][C:10]=2[CH:9]=[CH:8][C:7]2[N:17]=[C:18]([C:31]3[CH:36]=[N:35][C:34]([N:37]4[CH2:38][CH2:39][O:40][CH2:41][CH2:42]4)=[CH:33][CH:32]=3)[C:19]([F:21])=[CH:20][C:6]=2[CH2:5]1)(=[O:3])[CH3:2]. The yield is 0.520. (4) The product is [CH2:1]([O:8][C:9]1[CH:18]=[CH:17][C:12]([C:13]([OH:15])=[O:14])=[CH:11][C:10]=1/[C:19](/[CH3:22])=[CH:20]\[CH3:21])[C:2]1[CH:3]=[CH:4][CH:5]=[CH:6][CH:7]=1. The catalyst is CO.O. The yield is 0.820. The reactants are [CH2:1]([O:8][C:9]1[CH:18]=[CH:17][C:12]([C:13]([O:15]C)=[O:14])=[CH:11][C:10]=1/[C:19](/[CH3:22])=[CH:20]\[CH3:21])[C:2]1[CH:7]=[CH:6][CH:5]=[CH:4][CH:3]=1.[OH-].[K+]. (5) The reactants are [Si]([O:8][CH2:9][C@@H:10]1[CH2:14][C:13]([CH3:15])=[CH:12][N:11]1[C:16]([C:18]1[CH:23]=[C:22]([O:24][CH3:25])[C:21]([O:26][Si:27]([CH:34]([CH3:36])[CH3:35])([CH:31]([CH3:33])[CH3:32])[CH:28]([CH3:30])[CH3:29])=[CH:20][C:19]=1[NH:37][C:38]([O:40][CH2:41][C:42]1[CH:47]=[CH:46][C:45]([NH:48][NH:49][CH:50]([CH3:66])[C:51]([NH:53][CH:54]([CH:63]([CH3:65])[CH3:64])[C:55](=[O:62])[C:56]([O:58][CH2:59][CH:60]=[CH2:61])=[O:57])=[O:52])=[CH:44][CH:43]=1)=[O:39])=[O:17])(C(C)(C)C)(C)C. The catalyst is C(O)(=O)C.CO.O1CCCC1.O.C(OCC)(=O)C. The product is [OH:8][CH2:9][C@@H:10]1[CH2:14][C:13]([CH3:15])=[CH:12][N:11]1[C:16]([C:18]1[CH:23]=[C:22]([O:24][CH3:25])[C:21]([O:26][Si:27]([CH:31]([CH3:32])[CH3:33])([CH:34]([CH3:35])[CH3:36])[CH:28]([CH3:30])[CH3:29])=[CH:20][C:19]=1[NH:37][C:38]([O:40][CH2:41][C:42]1[CH:43]=[CH:44][C:45]([NH:48][NH:49][CH:50]([CH3:66])[C:51]([NH:53][CH:54]([CH:63]([CH3:65])[CH3:64])[C:55](=[O:62])[C:56]([O:58][CH2:59][CH:60]=[CH2:61])=[O:57])=[O:52])=[CH:46][CH:47]=1)=[O:39])=[O:17]. The yield is 0.800.